This data is from Catalyst prediction with 721,799 reactions and 888 catalyst types from USPTO. The task is: Predict which catalyst facilitates the given reaction. (1) Reactant: [N+:1]([C:4]1[CH:5]=[C:6]([CH:14]=[CH:15][C:16]=1[N+:17]([O-])=O)[CH2:7][N:8]1[CH2:13][CH2:12][O:11][CH2:10][CH2:9]1)([O-])=O. Product: [N:8]1([CH2:7][C:6]2[CH:5]=[C:4]([NH2:1])[C:16]([NH2:17])=[CH:15][CH:14]=2)[CH2:13][CH2:12][O:11][CH2:10][CH2:9]1. The catalyst class is: 19. (2) The catalyst class is: 22. Reactant: [CH2:1]([O:4][C:5]1[CH:10]=[CH:9][C:8]([C:11]2[N:16]=[CH:15][C:14]([CH2:17]O)=[CH:13][N:12]=2)=[C:7]([C:19]([F:22])([F:21])[F:20])[CH:6]=1)[CH2:2][CH3:3].S(Cl)([Cl:25])=O. Product: [Cl:25][CH2:17][C:14]1[CH:13]=[N:12][C:11]([C:8]2[CH:9]=[CH:10][C:5]([O:4][CH2:1][CH2:2][CH3:3])=[CH:6][C:7]=2[C:19]([F:22])([F:21])[F:20])=[N:16][CH:15]=1. (3) Reactant: [C:1]([C:3]1[CH:8]=[CH:7][N:6]=[CH:5][CH:4]=1)#[N:2].S(=O)(=O)(O)O.C(O)(=O)[CH2:15][CH:16]([CH3:18])[CH3:17].S(OOS([O-])(=O)=O)([O-])(=O)=O.[NH4+].[NH4+].C(=O)(O)[O-].[Na+]. Product: [CH2:15]([C:5]1[CH:4]=[C:3]([C:1]#[N:2])[CH:8]=[CH:7][N:6]=1)[CH:16]([CH3:18])[CH3:17]. The catalyst class is: 716. (4) Reactant: [O:1]=[C:2]([NH:19][C:20]1[CH:25]=[CH:24][CH:23]=[C:22]([C:26]([F:29])([F:28])[F:27])[CH:21]=1)[CH2:3][NH:4][C:5]([C@@H:7]1[CH2:11][CH2:10][N:9](C(OC(C)(C)C)=O)[CH2:8]1)=[O:6].[ClH:30].O1CCOCC1. Product: [ClH:30].[O:1]=[C:2]([NH:19][C:20]1[CH:25]=[CH:24][CH:23]=[C:22]([C:26]([F:29])([F:27])[F:28])[CH:21]=1)[CH2:3][NH:4][C:5]([C@@H:7]1[CH2:11][CH2:10][NH:9][CH2:8]1)=[O:6]. The catalyst class is: 12. (5) Reactant: CN(C=O)C.[O:6]1[C:10]2[CH:11]=[CH:12][CH:13]=[CH:14][C:9]=2[CH:8]=[C:7]1[C:15]([OH:17])=O.C(Cl)(=O)C([Cl:21])=O. Product: [O:6]1[C:10]2[CH:11]=[CH:12][CH:13]=[CH:14][C:9]=2[CH:8]=[C:7]1[C:15]([Cl:21])=[O:17]. The catalyst class is: 2. (6) Reactant: Br[C:2]1[C:10]2[C:5](=[CH:6][CH:7]=[CH:8][C:9]=2[O:11][C:12]2[CH:17]=[CH:16][C:15]([N+:18]([O-:20])=[O:19])=[CH:14][C:13]=2[Cl:21])[N:4]([CH2:22][CH:23]2[CH2:25][CH2:24]2)[CH:3]=1.Cl.C(=O)([O-])[OH:28].[Na+]. Product: [Cl:21][C:13]1[CH:14]=[C:15]([N+:18]([O-:20])=[O:19])[CH:16]=[CH:17][C:12]=1[O:11][C:9]1[CH:8]=[CH:7][CH:6]=[C:5]2[C:10]=1[CH2:2][C:3](=[O:28])[N:4]2[CH2:22][CH:23]1[CH2:25][CH2:24]1. The catalyst class is: 7. (7) Reactant: [OH-].[K+].[C@@H:3]1([C:10]([O:12]C)=[O:11])[CH2:5][C@H:4]1[C:6]([O:8][CH3:9])=[O:7].O. Product: [CH3:9][O:8][C:6]([C@@H:4]1[CH2:5][C@H:3]1[C:10]([OH:12])=[O:11])=[O:7]. The catalyst class is: 5. (8) Reactant: [CH3:1][S:2]([C:5]1[CH:10]=[CH:9][C:8]([NH:11][NH2:12])=[CH:7][CH:6]=1)(=[O:4])=[O:3].[Br:13][C:14]1[CH:15]=[CH:16][C:17](F)=[C:18]([CH:21]=1)[CH:19]=O.C(#N)C.C(=O)([O-])[O-].[Cs+].[Cs+]. Product: [Br:13][C:14]1[CH:21]=[C:18]2[C:17](=[CH:16][CH:15]=1)[N:11]([C:8]1[CH:7]=[CH:6][C:5]([S:2]([CH3:1])(=[O:4])=[O:3])=[CH:10][CH:9]=1)[N:12]=[CH:19]2. The catalyst class is: 16. (9) Reactant: Cl[C:2]1[CH:7]=[C:6]([C:8]2[CH:13]=[CH:12][CH:11]=[CH:10][CH:9]=2)[N:5]=[C:4]([NH:14][C:15](=[O:29])[CH2:16][CH2:17][C:18]([C:20]2[CH:21]=[CH:22][C:23]3[O:27][CH2:26][CH2:25][C:24]=3[CH:28]=2)=[O:19])[CH:3]=1.C1(C2C=CC=CC=2)C=CC=CC=1P(C1CCCCC1)C1CCCCC1.C(=O)([O-])[O-].[K+].[K+].CC1(C)C(C)(C)OB([C:69]2[CH:70]=[C:71]([CH2:75][C:76]#[N:77])[CH:72]=[CH:73][CH:74]=2)O1. Product: [C:76]([CH2:75][C:71]1[CH:70]=[C:69]([C:2]2[CH:7]=[C:6]([C:8]3[CH:13]=[CH:12][CH:11]=[CH:10][CH:9]=3)[N:5]=[C:4]([NH:14][C:15](=[O:29])[CH2:16][CH2:17][C:18]([C:20]3[CH:21]=[CH:22][C:23]4[O:27][CH2:26][CH2:25][C:24]=4[CH:28]=3)=[O:19])[CH:3]=2)[CH:74]=[CH:73][CH:72]=1)#[N:77]. The catalyst class is: 110.